This data is from Catalyst prediction with 721,799 reactions and 888 catalyst types from USPTO. The task is: Predict which catalyst facilitates the given reaction. (1) Reactant: C(O)(=O)/C=C/C(O)=O.[Cl:9][C:10]1[CH:11]=[C:12]([CH:16]2[CH2:21][CH2:20][CH2:19][NH:18][CH2:17]2)[CH:13]=[CH:14][CH:15]=1.[CH:22]([C:24]1[CH:39]=[CH:38][C:27]([O:28][C:29]2[CH:37]=[CH:36][C:32]([C:33]([NH2:35])=[O:34])=[CH:31][N:30]=2)=[CH:26][CH:25]=1)=O.C(O[BH-](OC(=O)C)OC(=O)C)(=O)C.[Na+].C(O)(=O)C. Product: [Cl:9][C:10]1[CH:11]=[C:12]([CH:16]2[CH2:21][CH2:20][CH2:19][N:18]([CH2:22][C:24]3[CH:39]=[CH:38][C:27]([O:28][C:29]4[CH:37]=[CH:36][C:32]([C:33]([NH2:35])=[O:34])=[CH:31][N:30]=4)=[CH:26][CH:25]=3)[CH2:17]2)[CH:13]=[CH:14][CH:15]=1. The catalyst class is: 26. (2) Reactant: C(O[C:6]([NH:8][C@H:9]1[CH2:15][CH2:14][CH2:13][N:12]([C:16](OCC2C=CC=CC=2)=O)[CH2:11][CH2:10]1)=[O:7])(C)(C)C.[O:26]=[C:27]1[C@@H:33]2[C@@H:29]([CH2:30][CH2:31][NH:32]2)[N:28]1[S:34]([OH:37])(=[O:36])=[O:35].[C:38](=O)(O)[O-:39].[Na+]. Product: [OH:39][CH2:38][CH2:16][N:12]1[CH2:13][CH2:14][CH2:15][C@H:9]([NH:8][C:6]([N:32]2[CH2:31][CH2:30][C@@H:29]3[C@H:33]2[C:27](=[O:26])[N:28]3[S:34]([OH:37])(=[O:36])=[O:35])=[O:7])[CH2:10][CH2:11]1. The catalyst class is: 47. (3) Reactant: [Cl:1][C:2]1[CH:3]=[CH:4][C:5]([CH3:38])=[C:6]([N:8]2[C:15](=[O:16])[C:14]3[N:13]=[C:12]([C:17]4[C:18]([O:25][CH3:26])=[N:19][C:20]([O:23][CH3:24])=[N:21][CH:22]=4)[N:11]([CH:27]([CH3:29])[CH3:28])[C:10]=3[C@H:9]2[C:30]2[CH:35]=[CH:34][C:33]([Cl:36])=[CH:32][C:31]=2[CH3:37])[CH:7]=1.[CH3:39][Si]([N-][Si](C)(C)C)(C)C.[K+].CI. The catalyst class is: 49. Product: [Cl:36][C:33]1[CH:34]=[CH:35][C:30]([C:9]2([CH3:39])[C:10]3[N:11]([CH:27]([CH3:28])[CH3:29])[C:12]([C:17]4[C:18]([O:25][CH3:26])=[N:19][C:20]([O:23][CH3:24])=[N:21][CH:22]=4)=[N:13][C:14]=3[C:15](=[O:16])[N:8]2[C:6]2[CH:7]=[C:2]([Cl:1])[CH:3]=[CH:4][C:5]=2[CH3:38])=[C:31]([CH3:37])[CH:32]=1.